Dataset: Catalyst prediction with 721,799 reactions and 888 catalyst types from USPTO. Task: Predict which catalyst facilitates the given reaction. (1) Reactant: Cl[C:2]1[S:3][C:4]([CH:7]=[O:8])=[CH:5][N:6]=1.C(=O)([O-])[O-].[K+].[K+].[NH:15]1[CH2:20][CH2:19][O:18][CH2:17][CH2:16]1.O. Product: [O:18]1[CH2:19][CH2:20][N:15]([C:2]2[S:3][C:4]([CH:7]=[O:8])=[CH:5][N:6]=2)[CH2:16][CH2:17]1. The catalyst class is: 115. (2) Reactant: [C:1]([NH:4][C:5]1[S:20][C:8]2[CH2:9][N:10](C(OC(C)(C)C)=O)[CH2:11][CH2:12][C:7]=2[C:6]=1[C:21](=[O:29])[NH:22][C:23]1[CH:28]=[CH:27][CH:26]=[CH:25][CH:24]=1)(=[O:3])[CH3:2].[F:30][C:31]([F:36])([F:35])[C:32]([OH:34])=[O:33]. Product: [F:30][C:31]([F:36])([F:35])[C:32]([O-:34])=[O:33].[C:1]([NH:4][C:5]1[S:20][C:8]2[CH2:9][NH2+:10][CH2:11][CH2:12][C:7]=2[C:6]=1[C:21](=[O:29])[NH:22][C:23]1[CH:24]=[CH:25][CH:26]=[CH:27][CH:28]=1)(=[O:3])[CH3:2]. The catalyst class is: 4. (3) Reactant: [K].[CH2:2]([O:9][C:10]1[CH:15]=[CH:14][C:13]([C:16]2[CH:21]=[CH:20][C:19]([OH:22])=[CH:18][CH:17]=2)=[CH:12][CH:11]=1)[C:3]1[CH:8]=[CH:7][CH:6]=[CH:5][CH:4]=1.OC1C=CC(C2C=CC(O)=CC=2)=CC=1.[OH-].[Na+].CS(C)=O. Product: [CH2:2]([O:9][C:10]1[CH:15]=[CH:14][C:13]([C:16]2[CH:17]=[CH:18][C:19]([OH:22])=[CH:20][CH:21]=2)=[CH:12][CH:11]=1)[C:3]1[CH:4]=[CH:5][CH:6]=[CH:7][CH:8]=1. The catalyst class is: 226.